This data is from Reaction yield outcomes from USPTO patents with 853,638 reactions. The task is: Predict the reaction yield, written as a fraction of the theoretical maximum amount of product (1.0 means a 100% yield; for example, 0.34 means a 34% yield). (1) The reactants are Cl[C:2]1[C:11]([CH:12]=[O:13])=[CH:10][C:9]2[C:4](=[CH:5][CH:6]=[CH:7][CH:8]=2)[N:3]=1.C(=O)([O-])[O-].[K+].[K+].[CH:20]1(N(C)CC)[CH2:24][CH2:23][CH2:22][CH2:21]1. The catalyst is CN(C)C=O. The product is [CH:20]1([CH2:4][N:3]([CH2:2][CH3:11])[C:2]2[C:11]([CH:12]=[O:13])=[CH:10][C:9]3[C:4](=[CH:5][CH:6]=[CH:7][CH:8]=3)[N:3]=2)[CH2:21][CH2:22][CH2:23][CH2:24]1. The yield is 0.890. (2) The reactants are [S:1]1[CH:5]=[CH:4][CH:3]=[C:2]1[CH2:6][CH2:7][OH:8].C1(C)C=CC(S(O)(=O)=O)=CC=1.[Cl-].[Li+].[CH3:22][O:23][CH2:24]OC. No catalyst specified. The product is [CH3:22][O:23][CH2:24][O:8][CH2:7][CH2:6][C:2]1[S:1][CH:5]=[CH:4][CH:3]=1. The yield is 0.960. (3) The reactants are [CH3:1][O:2][C:3]1[CH:4]=[C:5]([CH:9]=[CH:10][C:11]=1[N+:12]([O-:14])=[O:13])[C:6](O)=[O:7].S(Cl)([Cl:17])=O. No catalyst specified. The product is [CH3:1][O:2][C:3]1[CH:4]=[C:5]([CH:9]=[CH:10][C:11]=1[N+:12]([O-:14])=[O:13])[C:6]([Cl:17])=[O:7]. The yield is 0.870. (4) The reactants are [CH3:1][O:2][C:3]1[CH:4]=[C:5]([CH:8]=[C:9]([O:11][CH3:12])[CH:10]=1)[C:6]#N.[CH2:13]([Mg]Br)[CH2:14][CH2:15][CH2:16][CH2:17][CH3:18].C1C[O:24]CC1. The catalyst is [Cu](Br)Br. The product is [CH3:1][O:2][C:3]1[CH:4]=[C:5]([C:6](=[O:24])[CH2:13][CH2:14][CH2:15][CH2:16][CH2:17][CH3:18])[CH:8]=[C:9]([O:11][CH3:12])[CH:10]=1. The yield is 0.920.